This data is from Forward reaction prediction with 1.9M reactions from USPTO patents (1976-2016). The task is: Predict the product of the given reaction. (1) Given the reactants [N:1]1([CH2:6][CH2:7][CH2:8]O)[CH2:5][CH2:4][CH2:3][CH2:2]1.[BrH:10].C(O)(=O)C, predict the reaction product. The product is: [BrH:10].[Br:10][CH2:8][CH2:7][CH2:6][N:1]1[CH2:5][CH2:4][CH2:3][CH2:2]1. (2) Given the reactants C(N(C(C)C)CC)(C)C.[Cl:10][C:11]1[N:20]=[C:19](Cl)[C:18]2[CH2:17][CH2:16][CH2:15][CH2:14][C:13]=2[N:12]=1.[CH3:22][NH:23][C@H:24]1[CH2:28][CH2:27][NH:26][CH2:25]1.[C:40]([O:39][C:37](O[C:37]([O:39][C:40]([CH3:43])([CH3:42])[CH3:41])=[O:38])=[O:38])([CH3:43])([CH3:42])[CH3:41], predict the reaction product. The product is: [Cl:10][C:11]1[N:20]=[C:19]([N:26]2[CH2:27][CH2:28][C@H:24]([N:23]([CH3:22])[C:37](=[O:38])[O:39][C:40]([CH3:41])([CH3:42])[CH3:43])[CH2:25]2)[C:18]2[CH2:17][CH2:16][CH2:15][CH2:14][C:13]=2[N:12]=1.